This data is from Full USPTO retrosynthesis dataset with 1.9M reactions from patents (1976-2016). The task is: Predict the reactants needed to synthesize the given product. The reactants are: [CH2:1]([O:8][C:9]([N:11]1[CH2:16][CH2:15][C:14]([NH:20][C:21]([O:23][C:24]([CH3:27])([CH3:26])[CH3:25])=[O:22])([C:17]([OH:19])=O)[CH2:13][CH2:12]1)=[O:10])[C:2]1[CH:7]=[CH:6][CH:5]=[CH:4][CH:3]=1.Cl.C(N=C=NCCCN(C)C)C.[CH:40]1([CH2:46][NH2:47])[CH2:45][CH2:44][CH2:43][CH2:42][CH2:41]1.O. Given the product [CH2:1]([O:8][C:9]([N:11]1[CH2:12][CH2:13][C:14]([NH:20][C:21](=[O:22])[O:23][C:24]([CH3:26])([CH3:25])[CH3:27])([C:17]([NH:47][CH2:46][CH:40]2[CH2:45][CH2:44][CH2:43][CH2:42][CH2:41]2)=[O:19])[CH2:15][CH2:16]1)=[O:10])[C:2]1[CH:7]=[CH:6][CH:5]=[CH:4][CH:3]=1, predict the reactants needed to synthesize it.